From a dataset of Forward reaction prediction with 1.9M reactions from USPTO patents (1976-2016). Predict the product of the given reaction. (1) Given the reactants [CH3:1][C@H:2]1[N:7]2[C:8]3[CH:9]=[C:10]([C:15]([F:18])([F:17])[F:16])[CH:11]=[CH:12][C:13]=3[CH:14]=[C:6]2[C:5](=O)[NH:4][CH2:3]1.[H-].[Al+3].[Li+].[H-].[H-].[H-].O.[OH-].[Na+], predict the reaction product. The product is: [CH3:1][C@H:2]1[N:7]2[C:8]3[CH:9]=[C:10]([C:15]([F:17])([F:16])[F:18])[CH:11]=[CH:12][C:13]=3[CH:14]=[C:6]2[CH2:5][NH:4][CH2:3]1. (2) The product is: [C:12]([O:11][C:9]([NH:26][C@@H:27]([CH2:32][C:33]1[CH:38]=[CH:37][CH:36]=[CH:35][CH:34]=1)[C:28](=[O:31])[CH2:29][Cl:30])=[O:10])([CH3:13])([CH3:14])[CH3:15]. Given the reactants [C:9](O[C:9]([O:11][C:12]([CH3:15])([CH3:14])[CH3:13])=[O:10])([O:11][C:12]([CH3:15])([CH3:14])[CH3:13])=[O:10].C(N(C(C)C)CC)(C)C.Cl.[NH2:26][C@@H:27]([CH2:32][C:33]1[CH:38]=[CH:37][CH:36]=[CH:35][CH:34]=1)[C:28](=[O:31])[CH2:29][Cl:30], predict the reaction product. (3) Given the reactants [H-].[Na+].[C:3]([O:7][C:8]([N:10]1[CH2:14][C@H:13]([OH:15])[C@@H:12]([NH:16][C:17]([C:19]2[S:20][C:21]([Cl:24])=[CH:22][CH:23]=2)=[O:18])[CH2:11]1)=[O:9])([CH3:6])([CH3:5])[CH3:4].FC(F)(F)S(O[CH2:31][CH:32]([F:34])[F:33])(=O)=O, predict the reaction product. The product is: [C:3]([O:7][C:8]([N:10]1[CH2:14][C@H:13]([O:15][CH2:31][CH:32]([F:34])[F:33])[C@@H:12]([NH:16][C:17]([C:19]2[S:20][C:21]([Cl:24])=[CH:22][CH:23]=2)=[O:18])[CH2:11]1)=[O:9])([CH3:6])([CH3:4])[CH3:5]. (4) The product is: [C:25]([O:28][C:29](=[O:30])[NH:31][C@H:32]([C:39](=[O:40])[N:11]([C:5]1[CH:6]=[CH:7][C:8]([O:9][CH3:10])=[C:3]([O:2][CH3:1])[CH:4]=1)[CH2:12][CH2:13][C:14]1[CH:19]=[CH:18][C:17]([C:20]([F:22])([F:21])[F:23])=[CH:16][CH:15]=1)[C:33]1[CH:38]=[CH:37][CH:36]=[CH:35][CH:34]=1)([CH3:27])([CH3:24])[CH3:26]. Given the reactants [CH3:1][O:2][C:3]1[CH:4]=[C:5]([NH:11][CH2:12][CH2:13][C:14]2[CH:19]=[CH:18][C:17]([C:20]([F:23])([F:22])[F:21])=[CH:16][CH:15]=2)[CH:6]=[CH:7][C:8]=1[O:9][CH3:10].[CH3:24][C:25]([O:28][C:29]([NH:31][C@H:32]([C:39](O)=[O:40])[C:33]1[CH:38]=[CH:37][CH:36]=[CH:35][CH:34]=1)=[O:30])([CH3:27])[CH3:26].Cl.CN(C)CCCN=C=NCC, predict the reaction product. (5) Given the reactants [CH3:1][O:2][C:3]1[CH:4]=[C:5]([NH:14][C:15](=[O:29])[C@H:16]([NH:21][C:22](=[O:28])[O:23][C:24]([CH3:27])([CH3:26])[CH3:25])[CH2:17][CH:18]([CH3:20])[CH3:19])[CH:6]=[CH:7][C:8]=1[C:9]1[O:13][CH:12]=[N:11][CH:10]=1.[OH-].[Ba+2].[OH-].I[CH2:34][CH3:35].CCOCC, predict the reaction product. The product is: [CH2:34]([N:14]([C:5]1[CH:6]=[CH:7][C:8]([C:9]2[O:13][CH:12]=[N:11][CH:10]=2)=[C:3]([O:2][CH3:1])[CH:4]=1)[C:15](=[O:29])[C@H:16]([NH:21][C:22](=[O:28])[O:23][C:24]([CH3:27])([CH3:26])[CH3:25])[CH2:17][CH:18]([CH3:20])[CH3:19])[CH3:35].